The task is: Predict which catalyst facilitates the given reaction.. This data is from Catalyst prediction with 721,799 reactions and 888 catalyst types from USPTO. (1) Reactant: [F:1][C:2]1[CH:3]=[C:4]([CH2:11][C:12]([CH3:19])([CH3:18])[C:13]([O:15][CH2:16][CH3:17])=[O:14])[CH:5]=[C:6]([F:10])[C:7]=1[O:8]C.B(Br)(Br)Br. Product: [F:1][C:2]1[CH:3]=[C:4]([CH2:11][C:12]([CH3:18])([CH3:19])[C:13]([O:15][CH2:16][CH3:17])=[O:14])[CH:5]=[C:6]([F:10])[C:7]=1[OH:8]. The catalyst class is: 4. (2) Product: [Br:10][C:11]1[CH:12]=[CH:13][C:14](/[C:17](=[CH:21]\[CH:22]2[CH2:27][CH2:26][CH2:25][CH2:24][CH2:23]2)/[CH2:18][OH:19])=[CH:15][CH:16]=1. Reactant: CC(C[AlH]CC(C)C)C.[Br:10][C:11]1[CH:16]=[CH:15][C:14](/[C:17](=[CH:21]\[CH:22]2[CH2:27][CH2:26][CH2:25][CH2:24][CH2:23]2)/[C:18](O)=[O:19])=[CH:13][CH:12]=1.CO. The catalyst class is: 11.